The task is: Regression. Given two drug SMILES strings and cell line genomic features, predict the synergy score measuring deviation from expected non-interaction effect.. This data is from NCI-60 drug combinations with 297,098 pairs across 59 cell lines. (1) Drug 1: C1=NC2=C(N=C(N=C2N1C3C(C(C(O3)CO)O)O)F)N. Drug 2: CC1=C(C(=O)C2=C(C1=O)N3CC4C(C3(C2COC(=O)N)OC)N4)N. Cell line: TK-10. Synergy scores: CSS=11.9, Synergy_ZIP=-6.44, Synergy_Bliss=-1.89, Synergy_Loewe=-6.11, Synergy_HSA=-0.412. (2) Drug 1: CCC1=CC2CC(C3=C(CN(C2)C1)C4=CC=CC=C4N3)(C5=C(C=C6C(=C5)C78CCN9C7C(C=CC9)(C(C(C8N6C)(C(=O)OC)O)OC(=O)C)CC)OC)C(=O)OC.C(C(C(=O)O)O)(C(=O)O)O. Drug 2: C1=CN(C=N1)CC(O)(P(=O)(O)O)P(=O)(O)O. Cell line: SF-295. Synergy scores: CSS=1.69, Synergy_ZIP=-11.6, Synergy_Bliss=-23.8, Synergy_Loewe=-28.9, Synergy_HSA=-21.9. (3) Drug 1: C1=CC(=CC=C1CC(C(=O)O)N)N(CCCl)CCCl.Cl. Drug 2: CCN(CC)CCCC(C)NC1=C2C=C(C=CC2=NC3=C1C=CC(=C3)Cl)OC. Cell line: SK-MEL-5. Synergy scores: CSS=2.98, Synergy_ZIP=-2.99, Synergy_Bliss=-1.87, Synergy_Loewe=-33.2, Synergy_HSA=-6.29. (4) Drug 1: C(CCl)NC(=O)N(CCCl)N=O. Drug 2: N.N.Cl[Pt+2]Cl. Cell line: NCI/ADR-RES. Synergy scores: CSS=32.1, Synergy_ZIP=-5.25, Synergy_Bliss=-5.12, Synergy_Loewe=-14.7, Synergy_HSA=-5.39. (5) Drug 1: CC1=C(C=C(C=C1)C(=O)NC2=CC(=CC(=C2)C(F)(F)F)N3C=C(N=C3)C)NC4=NC=CC(=N4)C5=CN=CC=C5. Drug 2: CCCCC(=O)OCC(=O)C1(CC(C2=C(C1)C(=C3C(=C2O)C(=O)C4=C(C3=O)C=CC=C4OC)O)OC5CC(C(C(O5)C)O)NC(=O)C(F)(F)F)O. Cell line: K-562. Synergy scores: CSS=48.3, Synergy_ZIP=0.415, Synergy_Bliss=-1.12, Synergy_Loewe=-3.98, Synergy_HSA=-1.35. (6) Cell line: HOP-62. Drug 2: C1=CC(=C2C(=C1NCCNCCO)C(=O)C3=C(C=CC(=C3C2=O)O)O)NCCNCCO. Synergy scores: CSS=67.3, Synergy_ZIP=13.3, Synergy_Bliss=10.1, Synergy_Loewe=-11.6, Synergy_HSA=10.4. Drug 1: CN1CCC(CC1)COC2=C(C=C3C(=C2)N=CN=C3NC4=C(C=C(C=C4)Br)F)OC. (7) Drug 1: CC=C1C(=O)NC(C(=O)OC2CC(=O)NC(C(=O)NC(CSSCCC=C2)C(=O)N1)C(C)C)C(C)C. Drug 2: CN(CC1=CN=C2C(=N1)C(=NC(=N2)N)N)C3=CC=C(C=C3)C(=O)NC(CCC(=O)O)C(=O)O. Cell line: COLO 205. Synergy scores: CSS=26.6, Synergy_ZIP=-4.90, Synergy_Bliss=-0.578, Synergy_Loewe=-7.95, Synergy_HSA=1.21.